From a dataset of Reaction yield outcomes from USPTO patents with 853,638 reactions. Predict the reaction yield, written as a fraction of the theoretical maximum amount of product (1.0 means a 100% yield; for example, 0.34 means a 34% yield). (1) The reactants are [OH:1][C@:2]1([C:14]2[S:15][C:16]([C:19]3[CH:24]=[C:23]([N+:25]([O-:27])=[O:26])[CH:22]=[C:21]([CH2:28][OH:29])[CH:20]=3)=[CH:17][N:18]=2)[CH2:7][CH2:6][C@H:5]([C:8]([O:10][CH3:11])=[O:9])[C:4]([CH3:13])([CH3:12])[CH2:3]1.[C:30](Cl)(=[O:32])[CH3:31].C(N(CC)CC)C. The catalyst is ClCCl. The product is [C:30]([O:29][CH2:28][C:21]1[CH:20]=[C:19]([C:16]2[S:15][C:14]([C@@:2]3([OH:1])[CH2:7][CH2:6][C@H:5]([C:8]([O:10][CH3:11])=[O:9])[C:4]([CH3:13])([CH3:12])[CH2:3]3)=[N:18][CH:17]=2)[CH:24]=[C:23]([N+:25]([O-:27])=[O:26])[CH:22]=1)(=[O:32])[CH3:31]. The yield is 0.860. (2) The reactants are [C:1]([NH2:5])([CH3:4])([CH3:3])[CH3:2].[N+:6]([C:9]1[CH:14]=[CH:13][C:12]([S:15](Cl)(=[O:17])=[O:16])=[CH:11][CH:10]=1)([O-:8])=[O:7]. The catalyst is C1COCC1. The product is [C:1]([NH:5][S:15]([C:12]1[CH:11]=[CH:10][C:9]([N+:6]([O-:8])=[O:7])=[CH:14][CH:13]=1)(=[O:16])=[O:17])([CH3:4])([CH3:3])[CH3:2]. The yield is 0.970. (3) The reactants are [CH3:1][O:2][C:3]1[CH:27]=[CH:26][C:6]([CH2:7][N:8]2[C:12]3[N:13]([CH2:19][C:20]4[N:24]=[C:23]([CH3:25])[O:22][N:21]=4)[CH2:14][CH2:15][CH2:16][C:17](=O)[C:11]=3[CH:10]=[N:9]2)=[CH:5][CH:4]=1.[F:28][C:29]1[CH:30]=[N:31][C:32]([NH:35][C:36]([NH2:38])=[S:37])=[N:33][CH:34]=1.II. The catalyst is N1C=CC=CC=1.CCOC(C)=O. The product is [F:28][C:29]1[CH:30]=[N:31][C:32]([NH:35][C:36]2[S:37][C:16]3[CH2:15][CH2:14][N:13]([CH2:19][C:20]4[N:24]=[C:23]([CH3:25])[O:22][N:21]=4)[C:12]4[N:8]([CH2:7][C:6]5[CH:26]=[CH:27][C:3]([O:2][CH3:1])=[CH:4][CH:5]=5)[N:9]=[CH:10][C:11]=4[C:17]=3[N:38]=2)=[N:33][CH:34]=1. The yield is 0.530.